From a dataset of Forward reaction prediction with 1.9M reactions from USPTO patents (1976-2016). Predict the product of the given reaction. (1) Given the reactants [C:1]([NH:4][C:5]1[N:10]=[CH:9][C:8]([NH:11][C:12](=[O:19])OCC(Cl)(Cl)Cl)=[CH:7][CH:6]=1)(=[O:3])[CH3:2].[CH3:20][C:21]1[S:25][C:24]([N:26]2[CH2:31][CH2:30][NH:29][CH2:28][CH2:27]2)=[N:23][C:22]=1[C:32]1[CH:37]=[CH:36][CH:35]=[CH:34][CH:33]=1.C(N(C(C)C)CC)(C)C.O, predict the reaction product. The product is: [C:1]([NH:4][C:5]1[N:10]=[CH:9][C:8]([NH:11][C:12]([N:29]2[CH2:30][CH2:31][N:26]([C:24]3[S:25][C:21]([CH3:20])=[C:22]([C:32]4[CH:37]=[CH:36][CH:35]=[CH:34][CH:33]=4)[N:23]=3)[CH2:27][CH2:28]2)=[O:19])=[CH:7][CH:6]=1)(=[O:3])[CH3:2]. (2) Given the reactants [CH3:1][C:2]1[C:3]([NH:22][C@H:23]2[CH2:28][CH2:27][CH2:26][N:25](C(OC(C)(C)C)=O)[CH2:24]2)=[N:4][C:5]2[C:10]([N:11]=1)=[CH:9][CH:8]=[CH:7][C:6]=2[C:12]1[NH:20][C:19]2[CH2:18][CH2:17][NH:16][C:15](=[O:21])[C:14]=2[CH:13]=1.C(O)(C(F)(F)F)=O, predict the reaction product. The product is: [CH3:1][C:2]1[C:3]([NH:22][C@H:23]2[CH2:28][CH2:27][CH2:26][NH:25][CH2:24]2)=[N:4][C:5]2[C:10](=[CH:9][CH:8]=[CH:7][C:6]=2[C:12]2[NH:20][C:19]3[CH2:18][CH2:17][NH:16][C:15](=[O:21])[C:14]=3[CH:13]=2)[N:11]=1. (3) The product is: [F:18][C:19]([F:23])([F:22])[CH2:20][O:21][C:2]1[CH:12]=[CH:4][C:5]([C:8]([O:10][CH3:11])=[O:9])=[N:6][CH:7]=1. Given the reactants Cl[C:2]1N=[CH:4][C:5]([C:8]([O:10][CH3:11])=[O:9])=[N:6][CH:7]=1.[C:12](=O)([O-])[O-].[Cs+].[Cs+].[F:18][C:19]([F:23])([F:22])[CH2:20][OH:21].O, predict the reaction product. (4) Given the reactants Cl[C:2]1[N:7]=[C:6]([NH:8][C:9]2[S:10][C:11]([CH3:14])=[CH:12][N:13]=2)[CH:5]=[C:4]([Cl:15])[N:3]=1.CCN(C(C)C)C(C)C.Cl.[F:26][C:27]1[CH:28]=[CH:29][C:30]([C@@H:33]([NH2:35])[CH3:34])=[N:31][CH:32]=1, predict the reaction product. The product is: [Cl:15][C:4]1[N:3]=[C:2]([NH:35][C@H:33]([C:30]2[CH:29]=[CH:28][C:27]([F:26])=[CH:32][N:31]=2)[CH3:34])[N:7]=[C:6]([NH:8][C:9]2[S:10][C:11]([CH3:14])=[CH:12][N:13]=2)[CH:5]=1. (5) Given the reactants [CH3:1][S:2]([N:5]1[CH2:14][CH2:13][C:12]2[C:7](=[CH:8][CH:9]=[C:10](O)[CH:11]=2)[CH2:6]1)(=[O:4])=[O:3].C1C2C(=CC=C([OH:26])C=2)CCN1, predict the reaction product. The product is: [CH3:1][S:2]([N:5]1[CH2:14][CH2:13][C:12]2[C:7](=[CH:8][C:9]([OH:26])=[CH:10][CH:11]=2)[CH2:6]1)(=[O:4])=[O:3]. (6) Given the reactants [C@@H:1]12[N:8]([C:9]3[O:10][C:11]4[CH:17]=[CH:16][C:15]([Cl:18])=[CH:14][C:12]=4[N:13]=3)[CH2:7][C@@H:6]1[CH2:5][CH2:4][NH:3][CH2:2]2.CC1C=C(C)N=C(N2[C@@H]3[C@@H](CCNC3)C2)N=1.[F:35][C:36]1[CH:44]=[CH:43][CH:42]=[C:41]([N:45]2[N:49]=[CH:48][CH:47]=[N:46]2)[C:37]=1[C:38](O)=[O:39].S1C=CC=C1C1C=CC=CC=1C(O)=O, predict the reaction product. The product is: [Cl:18][C:15]1[CH:16]=[CH:17][C:11]2[O:10][C:9]([N:8]3[C@@H:1]4[C@@H:6]([CH2:5][CH2:4][N:3]([C:38]([C:37]5[C:41]([N:45]6[N:49]=[CH:48][CH:47]=[N:46]6)=[CH:42][CH:43]=[CH:44][C:36]=5[F:35])=[O:39])[CH2:2]4)[CH2:7]3)=[N:13][C:12]=2[CH:14]=1.